This data is from Forward reaction prediction with 1.9M reactions from USPTO patents (1976-2016). The task is: Predict the product of the given reaction. (1) Given the reactants [CH:1]1([NH:8][C:9]2[O:10][CH2:11][C:12]3[CH:18]=[C:17]([NH2:19])[CH:16]=[CH:15][C:13]=3[N:14]=2)[CH2:7][CH2:6][CH2:5][CH2:4][CH2:3][CH2:2]1.[CH:20]1([C:23](O)=[O:24])[CH2:22][CH2:21]1, predict the reaction product. The product is: [CH:1]1([NH:8][C:9]2[O:10][CH2:11][C:12]3[CH:18]=[C:17]([NH:19][C:23]([CH:20]4[CH2:22][CH2:21]4)=[O:24])[CH:16]=[CH:15][C:13]=3[N:14]=2)[CH2:2][CH2:3][CH2:4][CH2:5][CH2:6][CH2:7]1. (2) Given the reactants [CH2:1]([NH:3][S:4]([C:7]1[CH:12]=[CH:11][CH:10]=[C:9]([CH3:13])[C:8]=1[C:14]#[N:15])(=[O:6])=[O:5])[CH3:2].C(O[C:20](=[O:22])[CH3:21])(=O)C, predict the reaction product. The product is: [C:20]([N:3]([CH2:1][CH3:2])[S:4]([C:7]1[CH:12]=[CH:11][CH:10]=[C:9]([CH3:13])[C:8]=1[C:14]#[N:15])(=[O:6])=[O:5])(=[O:22])[CH3:21]. (3) Given the reactants [NH2:1][C:2]1[N:7]=[C:6]([NH:8][CH2:9][CH2:10][CH2:11][CH3:12])[C:5]([CH2:13][C:14]2[CH:19]=[CH:18][C:17](CC#N)=[CH:16][CH:15]=2)=[C:4]([CH3:23])[N:3]=1.[C:24]([OH:27])(=[O:26])[CH3:25], predict the reaction product. The product is: [NH2:1][C:2]1[N:7]=[C:6]([NH:8][CH2:9][CH2:10][CH2:11][CH3:12])[C:5]([CH2:13][C:14]2[CH:15]=[CH:16][C:17]([CH2:25][C:24]([OH:27])=[O:26])=[CH:18][CH:19]=2)=[C:4]([CH3:23])[N:3]=1.